Predict which catalyst facilitates the given reaction. From a dataset of Catalyst prediction with 721,799 reactions and 888 catalyst types from USPTO. Reactant: Cl.[CH3:2][O:3][C:4]1[C:5]([Cl:20])=[CH:6][C:7]2[NH:11][C:10](=[O:12])[N:9]([CH:13]3[CH2:18][CH2:17][NH:16][CH2:15][CH2:14]3)[C:8]=2[CH:19]=1.[O:21]1[CH2:26][CH2:25][C:24](=O)[CH2:23][CH2:22]1.[BH3-]C#N.[Na+]. Product: [Cl:20][C:5]1[C:4]([O:3][CH3:2])=[CH:19][C:8]2[N:9]([CH:13]3[CH2:14][CH2:15][N:16]([CH:24]4[CH2:25][CH2:26][O:21][CH2:22][CH2:23]4)[CH2:17][CH2:18]3)[C:10](=[O:12])[NH:11][C:7]=2[CH:6]=1. The catalyst class is: 5.